This data is from Full USPTO retrosynthesis dataset with 1.9M reactions from patents (1976-2016). The task is: Predict the reactants needed to synthesize the given product. (1) Given the product [Br:7][C:8]1[CH:9]=[C:10]([S:15][CH2:17][C:18]2[CH:19]=[CH:20][C:21]([C:24]([OH:33])([C:25]([F:26])([F:27])[F:28])[C:29]([F:30])([F:31])[F:32])=[CH:22][CH:23]=2)[CH:11]=[CH:12][C:13]=1[F:14], predict the reactants needed to synthesize it. The reactants are: C(=O)([O-])[O-].[K+].[K+].[Br:7][C:8]1[CH:9]=[C:10]([SH:15])[CH:11]=[CH:12][C:13]=1[F:14].Br[CH2:17][C:18]1[CH:23]=[CH:22][C:21]([C:24]([OH:33])([C:29]([F:32])([F:31])[F:30])[C:25]([F:28])([F:27])[F:26])=[CH:20][CH:19]=1. (2) Given the product [NH2:10][C:6]1[C:5]([O:13][CH3:14])=[CH:4][C:3]([Br:15])=[C:2]([F:1])[C:7]=1[C:8]#[N:9], predict the reactants needed to synthesize it. The reactants are: [F:1][C:2]1[C:7]([C:8]#[N:9])=[C:6]([N+:10]([O-])=O)[C:5]([O:13][CH3:14])=[CH:4][CH:3]=1.[Br:15]Br. (3) Given the product [OH:1][C@:2]1([C:13]2[S:14][C:15]([C:18]3[CH:23]=[C:22]([NH:24][C:25]4[N:30]=[C:29]([C:31]([F:33])([F:34])[F:32])[CH:28]=[CH:27][N:26]=4)[CH:21]=[C:20]([CH3:35])[CH:19]=3)=[CH:16][N:17]=2)[CH2:7][CH2:6][C@H:5]([C:8]([O-:10])=[O:9])[C:4]([CH3:11])([CH3:12])[CH2:3]1.[K+:37], predict the reactants needed to synthesize it. The reactants are: [OH:1][C@:2]1([C:13]2[S:14][C:15]([C:18]3[CH:23]=[C:22]([NH:24][C:25]4[N:30]=[C:29]([C:31]([F:34])([F:33])[F:32])[CH:28]=[CH:27][N:26]=4)[CH:21]=[C:20]([CH3:35])[CH:19]=3)=[CH:16][N:17]=2)[CH2:7][CH2:6][C@H:5]([C:8]([OH:10])=[O:9])[C:4]([CH3:12])([CH3:11])[CH2:3]1.[OH-].[K+:37].